From a dataset of Reaction yield outcomes from USPTO patents with 853,638 reactions. Predict the reaction yield, written as a fraction of the theoretical maximum amount of product (1.0 means a 100% yield; for example, 0.34 means a 34% yield). (1) The reactants are [CH3:1][CH:2]([C:4]1[C:8]([CH2:9][CH2:10][C:11](OCC)=[O:12])=[CH:7][N:6]([C:16]2[S:17][C:18]([C:21]([F:24])([F:23])[F:22])=[N:19][N:20]=2)[N:5]=1)[CH3:3].[H-].C([Al+]CC(C)C)C(C)C.Cl. The catalyst is O1CCCC1.C1(C)C=CC=CC=1. The product is [CH3:3][CH:2]([C:4]1[C:8]([CH2:9][CH2:10][CH2:11][OH:12])=[CH:7][N:6]([C:16]2[S:17][C:18]([C:21]([F:23])([F:24])[F:22])=[N:19][N:20]=2)[N:5]=1)[CH3:1]. The yield is 0.730. (2) The catalyst is C1COCC1. The reactants are [Si:1]([O:8][CH:9]([C:18]([F:21])([F:20])[F:19])[CH2:10][CH2:11][C:12]1[CH:17]=[CH:16][CH:15]=[CH:14][N:13]=1)([C:4]([CH3:7])([CH3:6])[CH3:5])([CH3:3])[CH3:2].[Li+].[CH3:23]C([N-]C(C)C)C.CI. The yield is 0.890. The product is [Si:1]([O:8][CH:9]([C:18]([F:19])([F:21])[F:20])[CH2:10][CH:11]([C:12]1[CH:17]=[CH:16][CH:15]=[CH:14][N:13]=1)[CH3:23])([C:4]([CH3:7])([CH3:6])[CH3:5])([CH3:3])[CH3:2]. (3) The reactants are [C:1](Cl)(=[O:3])[CH3:2].[Al+3].[Cl-].[Cl-].[Cl-].[I:9][C:10]1[CH:15]=[C:14]([O:16][CH3:17])[CH:13]=[C:12]([O:18][CH3:19])[CH:11]=1. The catalyst is ClCCl. The product is [I:9][C:10]1[CH:11]=[C:12]([O:18][CH3:19])[CH:13]=[C:14]([O:16][CH3:17])[C:15]=1[C:1](=[O:3])[CH3:2]. The yield is 0.500. (4) The reactants are [CH:1](=[O:10])[C:2]1[CH:7]=[CH:6][CH:5]=[C:4]([O:8][CH3:9])[CH:3]=1.[C:11]([O:15][CH3:16])(=[O:14])[CH:12]=[CH2:13].NC1C(C)=CC=CN=1.C(O)(=O)C1C=CC=CC=1. The catalyst is C(OCC)C.[Cl-].[Na+].O.O. The product is [CH3:9][O:8][C:4]1[CH:3]=[C:2]([C:1](=[O:10])[CH2:13][CH2:12][C:11]([O:15][CH3:16])=[O:14])[CH:7]=[CH:6][CH:5]=1. The yield is 0.900. (5) The reactants are [C:1](O[BH-](OC(=O)C)OC(=O)C)(=O)C.[Na+].[CH3:15][C@H:16]1[NH:21][C@@H:20]([CH3:22])[CH2:19][N:18]([C:23]2[CH:33]=[CH:32][C:26]([C:27]([O:29][CH2:30][CH3:31])=[O:28])=[CH:25][CH:24]=2)[CH2:17]1.C(O)(=O)C. The catalyst is CO. The product is [CH3:22][C@H:20]1[N:21]([CH3:1])[C@@H:16]([CH3:15])[CH2:17][N:18]([C:23]2[CH:33]=[CH:32][C:26]([C:27]([O:29][CH2:30][CH3:31])=[O:28])=[CH:25][CH:24]=2)[CH2:19]1. The yield is 0.709. (6) The reactants are [Br:1][C:2]1[CH:7]=[CH:6][C:5]([S:8]([CH3:11])(=[O:10])=[O:9])=[C:4]([N+:12]([O-])=O)[CH:3]=1.[Cl-].[NH4+].O. The catalyst is CO.[Zn]. The product is [Br:1][C:2]1[CH:7]=[CH:6][C:5]([S:8]([CH3:11])(=[O:10])=[O:9])=[C:4]([NH2:12])[CH:3]=1. The yield is 0.740. (7) The reactants are [CH2:1]([OH:6])[C:2]#[C:3][CH2:4][CH3:5].[S:7](Cl)([C:10]1[CH:16]=[CH:15][C:13]([CH3:14])=[CH:12][CH:11]=1)(=[O:9])=[O:8].[OH-].[K+]. The catalyst is C1COCC1. The product is [CH3:14][C:13]1[CH:15]=[CH:16][C:10]([S:7]([O:6][CH2:1][C:2]#[C:3][CH2:4][CH3:5])(=[O:9])=[O:8])=[CH:11][CH:12]=1. The yield is 0.640. (8) The product is [CH3:1][O:2][CH2:3][CH2:4][CH2:5][O:6][C@@H:7]([C:17]1[CH:22]=[CH:21][CH:20]=[CH:19][CH:18]=1)[C@@H:8]1[CH2:13][CH2:12][CH2:11][N:10]([C:14]([NH:23][C@@H:24]([CH2:36][CH:37]2[CH2:38][CH2:39][CH2:40][CH2:41][CH2:42]2)[CH2:25][NH:26][C:27](=[O:35])[O:28][CH2:29][CH2:30][Si:31]([CH3:33])([CH3:34])[CH3:32])=[O:15])[CH2:9]1. The yield is 0.790. The reactants are [CH3:1][O:2][CH2:3][CH2:4][CH2:5][O:6][C@@H:7]([C:17]1[CH:22]=[CH:21][CH:20]=[CH:19][CH:18]=1)[C@@H:8]1[CH2:13][CH2:12][CH2:11][N:10]([C:14](Cl)=[O:15])[CH2:9]1.[NH2:23][C@@H:24]([CH2:36][CH:37]1[CH2:42][CH2:41][CH2:40][CH2:39][CH2:38]1)[CH2:25][NH:26][C:27](=[O:35])[O:28][CH2:29][CH2:30][Si:31]([CH3:34])([CH3:33])[CH3:32].C(N(CC)CC)C. The catalyst is C(Cl)Cl. (9) The reactants are [C:1]([C:5]1[CH:10]=[C:9](Cl)[N:8]=[C:7]([Cl:12])[N:6]=1)([CH3:4])([CH3:3])[CH3:2].[NH2:13][C:14]1[CH:19]=[CH:18][C:17]([CH3:20])=[CH:16][CH:15]=1.C(N(CC)CC)C. The catalyst is C(#N)C. The product is [C:1]([C:5]1[N:6]=[C:7]([Cl:12])[N:8]=[C:9]([NH:13][C:14]2[CH:19]=[CH:18][C:17]([CH3:20])=[CH:16][CH:15]=2)[CH:10]=1)([CH3:4])([CH3:3])[CH3:2]. The yield is 0.100.